From a dataset of Full USPTO retrosynthesis dataset with 1.9M reactions from patents (1976-2016). Predict the reactants needed to synthesize the given product. (1) Given the product [CH2:1]([O:8][C:9]1[C:14](=[O:15])[N:13]([CH3:16])[C:12]([CH:17]([OH:18])[CH2:20][C:21]2[CH:26]=[CH:25][CH:24]=[CH:23][CH:22]=2)=[C:11]([Br:19])[CH:10]=1)[C:2]1[CH:3]=[CH:4][CH:5]=[CH:6][CH:7]=1, predict the reactants needed to synthesize it. The reactants are: [CH2:1]([O:8][C:9]1[C:14](=[O:15])[N:13]([CH3:16])[C:12]([CH:17]=[O:18])=[C:11]([Br:19])[CH:10]=1)[C:2]1[CH:7]=[CH:6][CH:5]=[CH:4][CH:3]=1.[CH2:20]([Mg]Cl)[C:21]1[CH:26]=[CH:25][CH:24]=[CH:23][CH:22]=1. (2) Given the product [C:3]([O:7][C:8]([C:10]1[C:18]2[C:13](=[CH:14][CH:15]=[C:16]([Cl:19])[CH:17]=2)[N:12]([CH2:21][C:25]([OH:2])=[O:24])[CH:11]=1)=[O:9])([CH3:6])([CH3:4])[CH3:5], predict the reactants needed to synthesize it. The reactants are: [Li+].[OH-:2].[C:3]([O:7][C:8]([C:10]1[C:18]2[C:13](=[CH:14][CH:15]=[C:16]([Cl:19])[CH:17]=2)[NH:12][CH:11]=1)=[O:9])([CH3:6])([CH3:5])[CH3:4].Cl.[CH2:21]1[CH2:25][O:24]CC1.O. (3) The reactants are: Cl[CH:2]([O:4][C:5]([NH:7][CH2:8][CH:9]([CH2:21][CH:22]([CH3:24])[CH3:23])[CH2:10][C:11]([O:13][CH2:14][C:15]1[CH:20]=[CH:19][CH:18]=[CH:17][CH:16]=1)=[O:12])=[O:6])[CH3:3].CN1CCOCC1.[C:32]([OH:37])(=[O:36])[CH:33]([CH3:35])[CH3:34]. Given the product [C:32]([O:37][CH:2]([O:4][C:5]([NH:7][CH2:8][CH:9]([CH2:21][CH:22]([CH3:24])[CH3:23])[CH2:10][C:11]([O:13][CH2:14][C:15]1[CH:20]=[CH:19][CH:18]=[CH:17][CH:16]=1)=[O:12])=[O:6])[CH3:3])(=[O:36])[CH:33]([CH3:35])[CH3:34], predict the reactants needed to synthesize it. (4) Given the product [Br:1][C:2]1[CH:7]=[CH:6][C:5]([O:8][CH3:9])=[CH:4][C:3]=1[CH2:10][O:11][CH:12]([O:14][CH2:15][CH3:16])[CH3:13], predict the reactants needed to synthesize it. The reactants are: [Br:1][C:2]1[CH:7]=[CH:6][C:5]([O:8][CH3:9])=[CH:4][C:3]=1[CH2:10][OH:11].[CH:12]([O:14][CH2:15][CH3:16])=[CH2:13].C1(C)C=CC(S([O-])(=O)=O)=CC=1.[NH+]1C=CC=CC=1.C(=O)(O)[O-].[Na+]. (5) Given the product [CH2:29]([N:6]1[CH2:5][C:21](=[O:22])[NH:20][C@H:8]([CH2:9][C:10]2[CH:15]=[CH:14][C:13]([C:16]([F:19])([F:18])[F:17])=[CH:12][CH:11]=2)[C:7]1=[O:28])[C:30]1[CH:31]=[CH:32][CH:33]=[CH:34][CH:35]=1, predict the reactants needed to synthesize it. The reactants are: C(OC(=O)[CH2:5][N:6]([CH2:29][C:30]1[CH:35]=[CH:34][CH:33]=[CH:32][CH:31]=1)[C:7](=[O:28])[CH:8]([NH:20][C:21](OC(C)(C)C)=[O:22])[CH2:9][C:10]1[CH:15]=[CH:14][C:13]([C:16]([F:19])([F:18])[F:17])=[CH:12][CH:11]=1)C.